Task: Predict the reaction yield, written as a fraction of the theoretical maximum amount of product (1.0 means a 100% yield; for example, 0.34 means a 34% yield).. Dataset: Reaction yield outcomes from USPTO patents with 853,638 reactions The reactants are [F:1][C:2]1[CH:24]=[C:23]([F:25])[CH:22]=[C:21]([F:26])[C:3]=1[C:4]([NH:6][C:7]1[CH:12]=[CH:11][CH:10]=[C:9]([C:13]([CH:15]2[CH2:20][CH2:19][NH:18][CH2:17][CH2:16]2)=[O:14])[N:8]=1)=[O:5].[CH:27]1([CH:30]=O)[CH2:29][CH2:28]1.C(O)(=O)C.[Na].C(O[BH-](OC(=O)C)OC(=O)C)(=O)C.[Cl:50]CCl. The catalyst is CO. The product is [ClH:50].[ClH:50].[F:26][C:21]1[CH:22]=[C:23]([F:25])[CH:24]=[C:2]([F:1])[C:3]=1[C:4]([NH:6][C:7]1[CH:12]=[CH:11][CH:10]=[C:9]([C:13]([CH:15]2[CH2:16][CH2:17][N:18]([CH2:30][CH:27]3[CH2:29][CH2:28]3)[CH2:19][CH2:20]2)=[O:14])[N:8]=1)=[O:5]. The yield is 0.770.